Predict the product of the given reaction. From a dataset of Forward reaction prediction with 1.9M reactions from USPTO patents (1976-2016). (1) Given the reactants [CH2:1]([N:8]1[CH2:13][CH2:12][N:11]([C:14]2[CH:20]=[CH:19][C:17]([NH2:18])=[C:16]([CH2:21][S:22]([C:25]3[CH:30]=[CH:29][CH:28]=[CH:27][CH:26]=3)(=[O:24])=[O:23])[CH:15]=2)[CH2:10][CH2:9]1)[C:2]1[CH:7]=[CH:6][CH:5]=[CH:4][CH:3]=1.[N:31]([O-])=O.[Na+].[OH-].[Na+].[ClH:37], predict the reaction product. The product is: [ClH:37].[CH2:1]([N:8]1[CH2:13][CH2:12][N:11]([C:14]2[CH:15]=[C:16]3[C:17](=[CH:19][CH:20]=2)[NH:18][N:31]=[C:21]3[S:22]([C:25]2[CH:30]=[CH:29][CH:28]=[CH:27][CH:26]=2)(=[O:24])=[O:23])[CH2:10][CH2:9]1)[C:2]1[CH:3]=[CH:4][CH:5]=[CH:6][CH:7]=1. (2) The product is: [Cl:9][C:5]1[CH:4]=[C:3]2[C:2](=[CH:7][C:6]=1[F:8])[NH:1][C:24](=[O:25])[C:23]([C:22]1[NH:21][N:20]=[N:19][N:18]=1)=[C:10]2[C:12]1[CH:17]=[CH:16][CH:15]=[CH:14][CH:13]=1. Given the reactants [NH2:1][C:2]1[CH:7]=[C:6]([F:8])[C:5]([Cl:9])=[CH:4][C:3]=1[C:10]([C:12]1[CH:17]=[CH:16][CH:15]=[CH:14][CH:13]=1)=O.[NH:18]1[C:22]([CH2:23][C:24](O)=[O:25])=[N:21][N:20]=[N:19]1, predict the reaction product. (3) Given the reactants [CH3:1][C:2]1[O:6][CH2:5][C:4](=[O:7])[CH:3]=1.[Cl-].[Ca+2].[Cl-].[OH:11][C:12]1[CH:19]=[C:18]([OH:20])[CH:17]=[CH:16][C:13]=1[CH:14]=O.B(OC(CC)C)(OC(CC)C)OC(CC)C, predict the reaction product. The product is: [OH:11][C:12]1[CH:19]=[C:18]([OH:20])[CH:17]=[CH:16][C:13]=1[CH:14]=[C:5]1[C:4](=[O:7])[CH:3]=[C:2]([CH3:1])[O:6]1. (4) Given the reactants [C:1]([O:5][C:6]([N:8]1[CH2:13][CH2:12][C:11]2[N:14]([CH3:26])[C:15]([C:17]3[C:22]([C:23]#[CH:24])=[CH:21][N:20]=[C:19]([NH2:25])[N:18]=3)=[CH:16][C:10]=2[C:9]1=[O:27])=[O:7])([CH3:4])([CH3:3])[CH3:2].I[C:29]1[CH:30]=[C:31]([CH2:35][C:36]([NH:38][C:39]2[CH:44]=[CH:43][C:42]([CH2:45][N:46]3[CH2:51][CH2:50][N:49]([CH2:52][CH2:53][CH3:54])[CH2:48][CH2:47]3)=[C:41]([C:55]([F:58])([F:57])[F:56])[CH:40]=2)=[O:37])[CH:32]=[CH:33][CH:34]=1, predict the reaction product. The product is: [C:1]([O:5][C:6]([N:8]1[CH2:13][CH2:12][C:11]2[N:14]([CH3:26])[C:15]([C:17]3[C:22]([C:23]#[C:24][C:29]4[CH:34]=[CH:33][CH:32]=[C:31]([CH2:35][C:36](=[O:37])[NH:38][C:39]5[CH:44]=[CH:43][C:42]([CH2:45][N:46]6[CH2:47][CH2:48][N:49]([CH2:52][CH2:53][CH3:54])[CH2:50][CH2:51]6)=[C:41]([C:55]([F:58])([F:56])[F:57])[CH:40]=5)[CH:30]=4)=[CH:21][N:20]=[C:19]([NH2:25])[N:18]=3)=[CH:16][C:10]=2[C:9]1=[O:27])=[O:7])([CH3:4])([CH3:3])[CH3:2]. (5) Given the reactants Br[C:2]1[C:15]2[CH:16]=[CH:17][CH:18]=[CH:19][C:14]=2[C:13]2[C:12]3[CH:11]=[CH:10][CH:9]=[CH:8][C:7]=3[CH:6]=[CH:5][C:4]=2[CH:3]=1.C([Li])CCC.[B:25](OC(C)C)([O:30]C(C)C)[O:26]C(C)C.Cl, predict the reaction product. The product is: [CH:19]1[C:14]2[C:13]3[C:12]4[CH:11]=[CH:10][CH:9]=[CH:8][C:7]=4[CH:6]=[CH:5][C:4]=3[CH:3]=[C:2]([B:25]([OH:30])[OH:26])[C:15]=2[CH:16]=[CH:17][CH:18]=1.